Dataset: Reaction yield outcomes from USPTO patents with 853,638 reactions. Task: Predict the reaction yield, written as a fraction of the theoretical maximum amount of product (1.0 means a 100% yield; for example, 0.34 means a 34% yield). (1) The reactants are [CH:1]([C:3]1[CH:10]=[CH:9][C:6]([C:7]#[N:8])=[CH:5][CH:4]=1)=O.[CH3:11][C:12]([CH3:14])=[O:13].CC[N:17]([CH2:20][CH3:21])CC.[NH4+].[Cl-]. The catalyst is C1(C)C=CC=CC=1. The product is [C:7]([C:6]1[CH:9]=[CH:10][C:3](/[CH:1]=[CH:11]/[C:12](=[O:13])/[CH:14]=[CH:1]/[C:3]2[CH:10]=[CH:9][C:21]([C:20]#[N:17])=[CH:5][CH:4]=2)=[CH:4][CH:5]=1)#[N:8]. The yield is 0.250. (2) The reactants are Cl[C:2]1[CH:7]=[C:6]([C:8]#[N:9])[CH:5]=[CH:4][N:3]=1.[S:10]1[CH:14]=[CH:13][CH:12]=[C:11]1OB(O)O.C(=O)([O-])[O-].[K+].[K+].C(OCC)(=O)C. The catalyst is C1(C)C(CCO)=CC=CC=1.O.C1C=CC([P]([Pd]([P](C2C=CC=CC=2)(C2C=CC=CC=2)C2C=CC=CC=2)([P](C2C=CC=CC=2)(C2C=CC=CC=2)C2C=CC=CC=2)[P](C2C=CC=CC=2)(C2C=CC=CC=2)C2C=CC=CC=2)(C2C=CC=CC=2)C2C=CC=CC=2)=CC=1. The product is [S:10]1[CH:14]=[CH:13][CH:12]=[C:11]1[C:2]1[CH:7]=[C:6]([CH:5]=[CH:4][N:3]=1)[C:8]#[N:9]. The yield is 0.520. (3) The reactants are C([NH:8][C@H:9]1[CH2:13][O:12][C@@H:11]2[C@H:14]([O:17][Si:18]([C:21]([CH3:24])([CH3:23])[CH3:22])([CH3:20])[CH3:19])[CH2:15][O:16][C@H:10]12)C1C=CC=CC=1. The catalyst is CO.[Pd]. The product is [C:21]([Si:18]([CH3:20])([CH3:19])[O:17][C@H:14]1[C@H:11]2[O:12][CH2:13][C@H:9]([NH2:8])[C@H:10]2[O:16][CH2:15]1)([CH3:24])([CH3:23])[CH3:22]. The yield is 0.870. (4) The reactants are [F:1][C:2]1[CH:3]=[C:4]([C:12](=O)[CH2:13][C:14](=O)[C:15]([F:18])([F:17])[F:16])[CH:5]=[CH:6][C:7]=1[C:8]([F:11])([F:10])[F:9].[NH2:21][C:22]1[C:26]([C:27]2[CH:32]=[CH:31][N:30]=[C:29]([CH3:33])[CH:28]=2)=[CH:25][NH:24][N:23]=1. No catalyst specified. The product is [F:1][C:2]1[CH:3]=[C:4]([C:12]2[CH:13]=[C:14]([C:15]([F:18])([F:17])[F:16])[N:23]3[N:24]=[CH:25][C:26]([C:27]4[CH:32]=[CH:31][N:30]=[C:29]([CH3:33])[CH:28]=4)=[C:22]3[N:21]=2)[CH:5]=[CH:6][C:7]=1[C:8]([F:11])([F:10])[F:9]. The yield is 0.390. (5) The reactants are Br[C:2]1[CH:9]=[C:8]([Cl:10])[CH:7]=[C:6]([F:11])[C:3]=1[C:4]#[N:5].[Br:12][C:13]1[CH:14]=[C:15]([CH:19]=[CH:20][CH:21]=1)[C:16](Cl)=[O:17]. No catalyst specified. The product is [Br:12][C:13]1[CH:14]=[C:15]([CH:19]=[CH:20][CH:21]=1)[C:16]([C:2]1[CH:9]=[C:8]([Cl:10])[CH:7]=[C:6]([F:11])[C:3]=1[C:4]#[N:5])=[O:17]. The yield is 0.550. (6) The reactants are BrP([CH2:21][C:22]1[CH:27]=[CH:26][C:25]([N+:28]([O-:30])=[O:29])=[CH:24][CH:23]=1)(C1C=CC=CC=1)(C1C=CC=CC=1)C1C=CC=CC=1.C([Li])CCC.[Cl:36][C:37]1[CH:38]=[C:39](/[CH:44]=[CH:45]/[CH:46]=O)[CH:40]=[CH:41][C:42]=1[Cl:43]. The catalyst is C1COCC1. The product is [Cl:43][C:42]1[CH:41]=[CH:40][C:39](/[CH:44]=[CH:45]/[CH:46]=[CH:21][C:22]2[CH:23]=[CH:24][C:25]([N+:28]([O-:30])=[O:29])=[CH:26][CH:27]=2)=[CH:38][C:37]=1[Cl:36]. The yield is 0.280. (7) The reactants are [Cl-].[Al+3].[Cl-].[Cl-].[C:5](Cl)(=[O:7])[CH3:6].[F:9][C:10]1[CH:15]=[C:14]([O:16][CH3:17])[CH:13]=[C:12]([F:18])[CH:11]=1.C([O-])(O)=O.[Na+]. The catalyst is C(Cl)Cl. The product is [F:9][C:10]1[CH:15]=[C:14]([O:16][CH3:17])[CH:13]=[C:12]([F:18])[C:11]=1[C:5](=[O:7])[CH3:6]. The yield is 0.580.